Dataset: Catalyst prediction with 721,799 reactions and 888 catalyst types from USPTO. Task: Predict which catalyst facilitates the given reaction. (1) The catalyst class is: 3. Product: [CH3:14][O:5][C:4](=[O:6])[C:3]1[CH:7]=[C:8]([I:11])[CH:9]=[CH:10][C:2]=1[F:1]. Reactant: [F:1][C:2]1[CH:10]=[CH:9][C:8]([I:11])=[CH:7][C:3]=1[C:4]([OH:6])=[O:5].IC.[C:14]([O-])([O-])=O.[K+].[K+]. (2) Reactant: [Br:1][C:2]1[CH:3]=[C:4]2[C:10]([I:11])=[CH:9][NH:8][C:5]2=[N:6][CH:7]=1.[H-].[Na+].[CH3:14][Si:15]([CH2:18][CH2:19][O:20][CH2:21]Cl)([CH3:17])[CH3:16]. Product: [Br:1][C:2]1[CH:3]=[C:4]2[C:10]([I:11])=[CH:9][N:8]([CH2:21][O:20][CH2:19][CH2:18][Si:15]([CH3:17])([CH3:16])[CH3:14])[C:5]2=[N:6][CH:7]=1. The catalyst class is: 3. (3) The catalyst class is: 2. Reactant: [Cl:1][C:2]1[C:7]([N:8]2[CH2:13][C@H:12]([CH3:14])[O:11][C@H:10]([CH3:15])[CH2:9]2)=[C:6]([CH2:16][OH:17])[N:5]=[C:4]2[C:18]([C:21]([NH:23][CH3:24])=[O:22])=[N:19][O:20][C:3]=12. Product: [Cl:1][C:2]1[C:7]([N:8]2[CH2:13][C@H:12]([CH3:14])[O:11][C@H:10]([CH3:15])[CH2:9]2)=[C:6]([CH:16]=[O:17])[N:5]=[C:4]2[C:18]([C:21]([NH:23][CH3:24])=[O:22])=[N:19][O:20][C:3]=12. (4) Reactant: [C:1]([C:3]1[CH:12]=[C:11]2[C:6]([CH:7]=[CH:8][C:9]([NH:13]C(=O)C)=[N:10]2)=[N:5][CH:4]=1)#[N:2].C([O-])([O-])=[O:18].[K+].[K+]. Product: [NH2:13][C:9]1[N:10]=[C:11]2[C:6](=[CH:7][CH:8]=1)[N:5]=[CH:4][C:3]([C:1]([NH2:2])=[O:18])=[CH:12]2. The catalyst class is: 5. (5) Reactant: Cl[C:2]1[CH:7]=[CH:6][C:5]([N+:8]([O-:10])=[O:9])=[CH:4][CH:3]=1.[OH:11][C:12]1[CH:13]=[N:14][CH:15]=[CH:16][CH:17]=1.C(=O)([O-])[O-].[K+].[K+].O. Product: [N+:8]([C:5]1[CH:6]=[CH:7][C:2]([O:11][C:12]2[CH:13]=[N:14][CH:15]=[CH:16][CH:17]=2)=[CH:3][CH:4]=1)([O-:10])=[O:9]. The catalyst class is: 9. (6) Reactant: Br[C:2]1[CH:3]=[C:4]([C:9]2([C:15]3[CH:20]=[CH:19][C:18]([O:21][CH3:22])=[C:17]([CH3:23])[CH:16]=3)[CH2:13][O:12][C:11]([NH2:14])=[N:10]2)[CH:5]=[C:6]([F:8])[CH:7]=1.CC(C1C=C(C(C)C)C(C2C(P(C(C)(C)C)C(C)(C)C)=CC=CC=2)=C(C(C)C)C=1)C.[NH2:54][C:55]1[CH:60]=[CH:59][CH:58]=[CH:57][CH:56]=1. Product: [F:8][C:6]1[CH:5]=[C:4]([C:9]2([C:15]3[CH:20]=[CH:19][C:18]([O:21][CH3:22])=[C:17]([CH3:23])[CH:16]=3)[CH2:13][O:12][C:11]([NH2:14])=[N:10]2)[CH:3]=[C:2]([NH:54][C:55]2[CH:60]=[CH:59][CH:58]=[CH:57][CH:56]=2)[CH:7]=1. The catalyst class is: 11. (7) Reactant: [N-:1]=[C:2]=[O:3].[CH3:4][O:5][C:6](=[O:16])[C@H:7]([CH2:9][C:10]1[CH:15]=[CH:14][CH:13]=[CH:12][CH:11]=1)[NH2:8].[C:17]1([CH3:23])[CH:22]=[CH:21][CH:20]=[CH:19][CH:18]=1. Product: [CH3:4][O:5][C:6](=[O:16])[C@H:7]([NH:8][C:6]([O:16][CH2:23][C:17]1[CH:22]=[CH:21][C:20]2[O:3][C:2]([C:10]3[CH:15]=[CH:14][CH:13]=[CH:12][CH:11]=3)=[N:1][C:19]=2[CH:18]=1)=[O:5])[CH2:9][C:10]1[CH:15]=[CH:14][CH:13]=[CH:12][CH:11]=1. The catalyst class is: 142. (8) Reactant: [OH:1][C:2]1[CH:7]=[CH:6][C:5]([C:8]2[S:9][CH:10]=[C:11]([C:13]([OH:15])=O)[N:12]=2)=[CH:4][CH:3]=1.[Cl-].ClC=[N+:19](C)C.[OH-].[NH4+]. Product: [OH:1][C:2]1[CH:7]=[CH:6][C:5]([C:8]2[S:9][CH:10]=[C:11]([C:13]([NH2:19])=[O:15])[N:12]=2)=[CH:4][CH:3]=1. The catalyst class is: 7. (9) Reactant: [CH3:1][O:2][C:3]1[CH:4]=[C:5]([C:9](=[S:11])[NH2:10])[CH:6]=[CH:7][CH:8]=1.Br[CH2:13][C:14](=O)[C:15]([F:18])([F:17])[F:16]. Product: [CH3:1][O:2][C:3]1[CH:4]=[C:5]([C:9]2[S:11][CH:13]=[C:14]([C:15]([F:18])([F:17])[F:16])[N:10]=2)[CH:6]=[CH:7][CH:8]=1. The catalyst class is: 8. (10) Reactant: C(N([P:8]([N:12]([CH:16]([CH3:18])[CH3:17])[CH:13]([CH3:15])[CH3:14])(Cl)([O-:10])[O-:9])C(C)C)(C)C.[C:19]([NH:27][C:28]1[C:29]2[N:30]=[CH:31][N:32]([C:64]=2[N:65]=[CH:66][N:67]=1)[C@@H:33]1[O:63][C@H:37]([CH2:38][O:39][C:40]([C:57]2[CH:62]=[CH:61][CH:60]=[CH:59][CH:58]=2)([C:49]2[CH:54]=[CH:53][C:52]([O:55][CH3:56])=[CH:51][CH:50]=2)[C:41]2[CH:46]=[CH:45][C:44]([O:47][CH3:48])=[CH:43][CH:42]=2)[C@@H:35]([OH:36])[CH2:34]1)(=[O:26])[C:20]1[CH:25]=[CH:24][CH:23]=[CH:22][CH:21]=1.C(N(C(C)C)C(C)C)C.[C:77]([O:80][C@@H:81]1[C@@H:91]([O:92][C:93](=[O:95])[CH3:94])[C@H:90]([O:96][C:97](=[O:99])[CH3:98])[C@@H:89]([CH2:100][O:101][C:102](=[O:104])[CH3:103])[O:88][C@H:82]1[O:83][CH2:84][CH2:85][CH2:86]O)(=[O:79])[CH3:78].N1C=NN=N1. Product: [C:19]([NH:27][C:28]1[C:29]2[N:30]=[CH:31][N:32]([C:64]=2[N:65]=[CH:66][N:67]=1)[C@@H:33]1[O:63][C@H:37]([CH2:38][O:39][C:40]([C:57]2[CH:62]=[CH:61][CH:60]=[CH:59][CH:58]=2)([C:49]2[CH:54]=[CH:53][C:52]([O:55][CH3:56])=[CH:51][CH:50]=2)[C:41]2[CH:42]=[CH:43][C:44]([O:47][CH3:48])=[CH:45][CH:46]=2)[C@@H:35]([O:36][P:8]([N:12]([CH:13]([CH3:14])[CH3:15])[CH:16]([CH3:17])[CH3:18])([O:9][CH2:86][CH2:85][CH2:84][O:83][C@@H:82]2[O:88][C@H:89]([CH2:100][O:101][C:102](=[O:104])[CH3:103])[C@@H:90]([O:96][C:97](=[O:99])[CH3:98])[C@H:91]([O:92][C:93](=[O:95])[CH3:94])[C@H:81]2[O:80][C:77](=[O:79])[CH3:78])=[O:10])[CH2:34]1)(=[O:26])[C:20]1[CH:25]=[CH:24][CH:23]=[CH:22][CH:21]=1. The catalyst class is: 4.